From a dataset of Forward reaction prediction with 1.9M reactions from USPTO patents (1976-2016). Predict the product of the given reaction. (1) The product is: [Br:17][C:15]1[N:16]=[C:11]2[C:10]([CH3:19])=[N:9][N:8]([CH:1]([CH2:2][CH3:7])[CH2:20][CH3:21])[C:12]2=[N:13][C:14]=1[CH3:18]. Given the reactants [CH2:1]([N:8]1[C:12]2=[N:13][C:14]([CH3:18])=[C:15]([Br:17])[N:16]=[C:11]2[C:10]([CH3:19])=[N:9]1)[C:2]1[CH:7]=CC=CC=1.[CH2:20](C(N1C2=NC(C)=CN=C2C(C)=N1)CC)[CH3:21], predict the reaction product. (2) Given the reactants Cl.[CH3:2][C:3]1[S:12][C:11]2[NH:10][C:9]3[CH:13]=[CH:14][CH:15]=[CH:16][C:8]=3[N:7]=[C:6]([NH2:17])[C:5]=2[N:4]=1.[CH3:18][O:19][CH2:20][CH2:21][C@H:22]1[CH2:27]N[CH2:25][CH2:24][NH:23]1, predict the reaction product. The product is: [CH3:18][O:19][CH2:20][CH2:21][C@@H:22]1[NH:23][CH2:24][CH2:25][N:17]([C:6]2[C:5]3[N:4]=[C:3]([CH3:2])[S:12][C:11]=3[NH:10][C:9]3[CH:13]=[CH:14][CH:15]=[CH:16][C:8]=3[N:7]=2)[CH2:27]1. (3) Given the reactants Br[C:2]1[C:3]([O:10][CH2:11][C:12]([F:15])([F:14])[F:13])=[CH:4][C:5]([C:8]#[N:9])=[N:6][CH:7]=1.Cl.[F:17][C:18]1([F:22])[CH2:21][NH:20][CH2:19]1.C(=O)([O-])[O-].[Cs+].[Cs+].C1C=CC(P(C2C(C3C(P(C4C=CC=CC=4)C4C=CC=CC=4)=CC=C4C=3C=CC=C4)=C3C(C=CC=C3)=CC=2)C2C=CC=CC=2)=CC=1, predict the reaction product. The product is: [F:17][C:18]1([F:22])[CH2:21][N:20]([C:2]2[C:3]([O:10][CH2:11][C:12]([F:15])([F:14])[F:13])=[CH:4][C:5]([C:8]#[N:9])=[N:6][CH:7]=2)[CH2:19]1. (4) Given the reactants C(OC([N:11]1[CH2:15][CH2:14][CH2:13][C@H:12]1[C:16]1[N:20](CC2C=CC=CC=2)[N:19]=[N:18][N:17]=1)=O)C1C=CC=CC=1, predict the reaction product. The product is: [NH:11]1[CH2:15][CH2:14][CH2:13][C@H:12]1[C:16]1[NH:20][N:19]=[N:18][N:17]=1. (5) Given the reactants [NH2:1][C:2]1[CH:16]=[CH:15][CH:14]=[CH:13][C:3]=1[C:4]([NH:6][CH2:7][CH2:8][CH2:9][C:10]([OH:12])=[O:11])=[O:5].[N+:17]([C:20]1[CH:28]=[CH:27][CH:26]=[CH:25][C:21]=1[C:22](Cl)=[O:23])([O-:19])=[O:18].[OH-].[Na+].Cl, predict the reaction product. The product is: [N+:17]([C:20]1[CH:28]=[CH:27][CH:26]=[CH:25][C:21]=1[C:22]([NH:1][C:2]1[CH:16]=[CH:15][CH:14]=[CH:13][C:3]=1[C:4]([NH:6][CH2:7][CH2:8][CH2:9][C:10]([OH:12])=[O:11])=[O:5])=[O:23])([O-:19])=[O:18]. (6) Given the reactants [CH3:1][N:2]([CH3:7])[CH2:3][CH2:4][CH2:5][NH2:6].Cl.CN(C)CCCN=C=NCC.O.OC1C2N=NNC=2C=CC=1.Cl.[Cl:32][C:33]1[CH:38]=[CH:37][C:36]([CH:39]([C:56]2[CH:61]=[CH:60][C:59]([Cl:62])=[CH:58][CH:57]=2)[N:40]2[CH2:43][CH:42]([CH:44]([C:48]3[CH:53]=[C:52]([F:54])[CH:51]=[C:50]([F:55])[CH:49]=3)[C:45](O)=[O:46])[CH2:41]2)=[CH:35][CH:34]=1, predict the reaction product. The product is: [Cl:62][C:59]1[CH:60]=[CH:61][C:56]([CH:39]([C:36]2[CH:35]=[CH:34][C:33]([Cl:32])=[CH:38][CH:37]=2)[N:40]2[CH2:43][CH:42]([CH:44]([C:48]3[CH:53]=[C:52]([F:54])[CH:51]=[C:50]([F:55])[CH:49]=3)[C:45]([NH:6][CH2:5][CH2:4][CH2:3][N:2]([CH3:7])[CH3:1])=[O:46])[CH2:41]2)=[CH:57][CH:58]=1. (7) Given the reactants [Cl:1][C:2]1[CH:7]=[CH:6][C:5]([C@H:8]2[CH2:13][C@@H:12]([C:14](=[O:21])[CH2:15][C:16](OCC)=[O:17])[CH2:11][CH2:10][N:9]2[C:22]([O:24][CH3:25])=[O:23])=[C:4]([F:26])[CH:3]=1.[OH-].[Na+].[NH2:29]O.Cl, predict the reaction product. The product is: [Cl:1][C:2]1[CH:7]=[CH:6][C:5]([C@H:8]2[CH2:13][C@@H:12]([C:14]3[O:21][NH:29][C:16](=[O:17])[CH:15]=3)[CH2:11][CH2:10][N:9]2[C:22]([O:24][CH3:25])=[O:23])=[C:4]([F:26])[CH:3]=1. (8) Given the reactants [C:1](Cl)(Cl)=[O:2].C1(C)C=CC=CC=1.[OH:12][C:13]1[CH:38]=[CH:37][C:16]([NH:17][C:18]2[CH:34]=[C:33]([F:35])[C:32]([F:36])=[CH:31][C:19]=2[C:20]([NH:22][O:23][CH2:24][C:25]2[CH:30]=[CH:29][CH:28]=[CH:27][CH:26]=2)=[O:21])=[CH:15][CH:14]=1, predict the reaction product. The product is: [OH:12][C:13]1[CH:38]=[CH:37][C:16]([N:17]2[C:18]3[C:19](=[CH:31][C:32]([F:36])=[C:33]([F:35])[CH:34]=3)[C:20](=[O:21])[N:22]([O:23][CH2:24][C:25]3[CH:26]=[CH:27][CH:28]=[CH:29][CH:30]=3)[C:1]2=[O:2])=[CH:15][CH:14]=1.